Predict the product of the given reaction. From a dataset of Forward reaction prediction with 1.9M reactions from USPTO patents (1976-2016). (1) Given the reactants [OH:1]O.S1[CH:7]=[CH:6][CH:5]=[C:4]1[S:8]([CH2:11][C:12]1[CH:13]=[C:14]2[C:18](=[CH:19][CH:20]=1)[NH:17][C:16]1[N:21]=[CH:22][CH:23]=[CH:24][C:15]2=1)(=[O:10])=[O:9].[C:25](O)(=O)[CH3:26], predict the reaction product. The product is: [C:4]1([S:8]([CH2:11][C:12]2[CH:13]=[C:14]3[C:18](=[CH:19][CH:20]=2)[NH:17][C:16]2=[N+:21]([O-:1])[CH:22]=[CH:23][CH:24]=[C:15]32)(=[O:10])=[O:9])[CH:26]=[CH:25][CH:7]=[CH:6][CH:5]=1. (2) Given the reactants [C:1]([O:8][CH3:9])(=[O:7])[CH2:2][CH2:3][CH2:4][CH2:5][CH3:6].OC1[CH2:16][C:15]([CH3:18])([CH3:17])[N:14]([O:19][CH2:20][C:21]([OH:24])([CH3:23])[CH3:22])[C:13]([CH3:26])([CH3:25])[CH2:12]1.[NH2-].[Li+].C1(C)C(C)=CC=CC=1, predict the reaction product. The product is: [C:1]([O:8][CH:9]1[CH2:26][C:13]([CH3:12])([CH3:25])[N:14]([O:19][CH2:20][C:21]([OH:24])([CH3:23])[CH3:22])[C:15]([CH3:18])([CH3:17])[CH2:16]1)(=[O:7])[CH2:2][CH2:3][CH2:4][CH2:5][CH3:6]. (3) The product is: [Cl:1][C:2]1[CH:22]=[CH:21][C:5]([CH2:6][NH:7][C:8]([C:10]2[C:11]([OH:20])=[C:12]3[CH:18]=[C:17]([C:23]#[N:24])[S:16][C:13]3=[N:14][CH:15]=2)=[O:9])=[CH:4][CH:3]=1. Given the reactants [Cl:1][C:2]1[CH:22]=[CH:21][C:5]([CH2:6][NH:7][C:8]([C:10]2[C:11]([OH:20])=[C:12]3[CH:18]=[C:17](I)[S:16][C:13]3=[N:14][CH:15]=2)=[O:9])=[CH:4][CH:3]=1.[C:23]([Cu])#[N:24], predict the reaction product.